From a dataset of Human Reference Interactome with 51,813 positive PPI pairs across 8,248 proteins, plus equal number of experimentally-validated negative pairs. Binary Classification. Given two protein amino acid sequences, predict whether they physically interact or not. (1) Protein 1 (ENSG00000131148) has sequence MPGVKLTTQAYCKMVLHGAKYPHCAVNGLLVAEKQKPRKEHLPLGGPGAHHTLFVDCIPLFHGTLALAPMLEVALTLIDSWCKDHSYVIAGYYQANERVKDASPNQVAEKVASRIAEGFSDTALIMVDNTKFTMDCVAPTIHVYEHHENRWRCRDPHHDYCEDWPEAQRISASLLDSRSYETLVDFDNHLDDIRNDWTNPEINKAVLHLC*MPGVKLTTQAYCKMVLHGAKYPHCAVNGLLVAEKQKPRKEHLPLGGPGAHHTLFVDCIPLFHGTLALAPMLEVALTLIDSWCKDHSYVI.... Protein 2 (ENSG00000182676) has sequence MPSRTARYARYSPRQRRRRMLADRSVRFPNDVLFLDHIRQGDLEQVGRFIRTRKVSLATIHPSGLAALHEAVLSGNLECVKLLVKYGADIHQRDEAGWTPLHIACSDGYPDIARYLISLGADRDATNDDGDLPSDLIDPDYKELVELFKGTTMD*MPSRTARYARYSPRQRRRRMLADRSVRFPNDVLFLDHIRQGDLEQVGRFIRTRKVSLATIHPSGLAALHEAVLSGNLECVKLLVKYGADIHQRDEAGWTPLHIACSDGYPDIAR*. Result: 0 (the proteins do not interact). (2) Protein 1 (ENSG00000071539) has sequence MDEAVGDLKQALPCVAESPTVHVEVHQRGSSTAKKEDINLSVRKLLNRHNIVFGDYTWTEFDEPFLTRNVQSVSIIDTELKVKDSQPIDLSACTVALHIFQLNEDGPSSENLEEETENIIAANHWVLPAAEFHGLWDSLVYDVEVKSHLLDYVMTTLLFSDKNVNSNLITWNRVVLLHGPPGTGKTSLCKALAQKLTIRLSSRYRYGQLIEINSHSLFSKWFSESGKLVTKMFQKIQDLIDDKDALVFVLIDEVESLTAARNACRAGTEPSDAIRVVNAVLTQIDQIKRHSNVVILTTSN.... Protein 2 (ENSG00000151470) has sequence MDFKIEHTWDGFPVKHEPVFIRLNPGDRGVMMDISAPFFRDPPAPLGEPGKPFNELWDYEVVEAFFLNDITEQYLEVELCPHGQHLVLLLSGRRNVWKQELPLSFRMSRGETKWEGKAYLPWSYFPPNVTKFNSFAIHGSKDKRSYEALYPVPQHELQQGQKPDFHCLEYFKSFNFNTLLGEEWKQPESDLWLIEKCDI*MDFKIEHTWDGFPVKHEPVFIRLNPGDRGVMMDISAPFFRDPPAPLGEPGKPFNELWDYEVVEAFFLNDITEQYLEVELCPKNFLYRSECPEERQNGKAK.... Result: 1 (the proteins interact). (3) Protein 1 (ENSG00000204634) has sequence MWLKPEEVLLKNALKLWVTQKSSCYFILQRRRGHGEGGGRLTGRLVGALDAVLDSNARVAPFRILLQVPGSQVYSPIACGATLEEINQHWDWLEQNLLHTLSVFDNKDDIASFVKGKVKALIAEETSSRLAEQEEEPEKFREALVKFEARFNFPEAEKLVTYYSCCCWKGRVPRQGWLYLSINHLCFYSFFLGKELKLVVPWVDIQKLERTSNVFLTDTIRITTQNKERDFSMFLNLDEVFKVMEQLADVTLRRLLDNEVFDLDPDLQEPSQITKRDLEARAQNEFFRAFFRLPRKEKLH.... Protein 2 (ENSG00000171302) has sequence MPVQLSEHPEWNESMHSLRISVGGLPVLASMTKAADPRFRPRWKVILTFFVGAAILWLLCSHRPAPGRPPTHNAHNWRLGQAPANWYNDTYPLSPPQRTPAGIRYRIAVIADLDTESRAQEENTWFSYLKKGYLTLSDSGDKVAVEWDKDHGVLESHLAEKGRGMELSDLIVFNGKLYSVDDRTGVVYQIEGSKAVPWVILSDGDGTVEKGFKAEWLAVKDERLYVGGLGKEWTTTTGDVVNENPEWVKVVGYKGSVDHENWVSNYNALRAAAGIQPPGYLIHESACWSDTLQRWFFLPR.... Result: 0 (the proteins do not interact). (4) Protein 1 (ENSG00000089916) has sequence MDELVHDLASALEQTSEQNKLGELWEEMALSPRQQRRQLRKRRGRKRRSDFTHLAEHTCCYSEASESSLDEATKDCREVAPVTNFSDSDDTMVAKRHPALNAIVKSKQHSWHESDSFTENAPCRPLRRRRKVKRVTSEVAASLQQKLKVSDWSYERGCRFKSAKKQRLSRWKENTPWTSSGHGLCESAENRTFLSKTGRKERMECETDEQKQGSDENMSECETSSVCSSSDTGLFTNDEGRQGDDEQSDWFYEGECVPGFTVPNLLPKWAPDHCSEVERMDSGLDKFSDSTFLLPSRPAQ.... Protein 2 (ENSG00000119866) has sequence MSRRKQGKPQHLSKREFSPEPLEAILTDDEPDHGPLGAPEGDHDLLTCGQCQMNFPLGDILIFIEHKRKQCNGSLCLEKAVDKPPSPSPIEMKKASNPVEVGIQVTPEDDDCLSTSSRGICPKQEHIAGKDEPSSYTCTTCKQPFTSAWFLLQHAQNTHGLRIYLESEHGSPLTPRVGIPSGLGAECPSQPPLHGIHIADNNPFNLLRIPGSVSREASGLAEGRFPPTPPLFSPPPRHHLDPHRIERLGAEEMALATHHPSAFDRVLRLNPMAMEPPAMDFSRRLRELAGNTSSPPLSPG.... Result: 0 (the proteins do not interact).